Dataset: Full USPTO retrosynthesis dataset with 1.9M reactions from patents (1976-2016). Task: Predict the reactants needed to synthesize the given product. (1) Given the product [ClH:1].[ClH:32].[NH2:23][C:21]1[CH:20]=[CH:19][N:18]=[C:17](/[CH:16]=[CH:15]\[C:11]2[CH:10]=[C:9]([NH:8][C:6]3[C:5]([Cl:31])=[CH:4][N:3]=[C:2]([Cl:1])[N:7]=3)[CH:14]=[CH:13][CH:12]=2)[CH:22]=1, predict the reactants needed to synthesize it. The reactants are: [Cl:1][C:2]1[N:7]=[C:6]([NH:8][C:9]2[CH:10]=[C:11](/[CH:15]=[CH:16]\[C:17]3[CH:22]=[C:21]([NH:23]C(=O)OC(C)(C)C)[CH:20]=[CH:19][N:18]=3)[CH:12]=[CH:13][CH:14]=2)[C:5]([Cl:31])=[CH:4][N:3]=1.[ClH:32]. (2) Given the product [NH2:1][C:4]1[CH:5]=[CH:6][C:7]2[N:11]=[C:10]3[NH:12][CH2:13][CH2:14][N:9]3[C:8]=2[CH:15]=1, predict the reactants needed to synthesize it. The reactants are: [N+:1]([C:4]1[CH:5]=[CH:6][C:7]2[N:11]=[C:10]3[NH:12][CH2:13][CH2:14][N:9]3[C:8]=2[CH:15]=1)([O-])=O.C([O-])=O.[NH4+]. (3) Given the product [Cl:1][C:2]1[CH:3]=[C:4]([C@H:9]([NH2:12])[CH2:10][CH3:11])[CH:5]=[CH:6][C:7]=1[Cl:8], predict the reactants needed to synthesize it. The reactants are: [Cl:1][C:2]1[CH:3]=[C:4]([C@H:9]([N:12]2C(=O)C3C(=CC=CC=3)C2=O)[CH2:10][CH3:11])[CH:5]=[CH:6][C:7]=1[Cl:8].C1COCC1.CO.O.NN. (4) Given the product [CH3:1][O:2][C:3]([C@@H:4]1[CH2:8][C@H:7]([S:31]([C:28]2[CH:29]=[CH:30][C:25]([CH3:35])=[CH:26][CH:27]=2)(=[O:33])=[O:32])[CH2:6][N:5]1[C:10]([O:12][C:13]([CH3:16])([CH3:15])[CH3:14])=[O:11])=[O:17], predict the reactants needed to synthesize it. The reactants are: [CH3:1][O:2][C:3](=[O:17])[C@@H:4]1[CH2:8][C@H:7](O)[CH2:6][N:5]1[C:10]([O:12][C:13]([CH3:16])([CH3:15])[CH3:14])=[O:11].C(N(CC)CC)C.[C:25]1([CH3:35])[CH:30]=[CH:29][C:28]([S:31](Cl)(=[O:33])=[O:32])=[CH:27][CH:26]=1.Cl.